From a dataset of Peptide-MHC class I binding affinity with 185,985 pairs from IEDB/IMGT. Regression. Given a peptide amino acid sequence and an MHC pseudo amino acid sequence, predict their binding affinity value. This is MHC class I binding data. (1) The peptide sequence is RKIRRRQI. The MHC is H-2-Kb with pseudo-sequence H-2-Kb. The binding affinity (normalized) is 0.0735. (2) The peptide sequence is RKWGLDFCY. The MHC is HLA-A02:06 with pseudo-sequence HLA-A02:06. The binding affinity (normalized) is 0.0847. (3) The peptide sequence is LVSTQEFRY. The MHC is HLA-A29:02 with pseudo-sequence HLA-A29:02. The binding affinity (normalized) is 0.822.